The task is: Predict the reactants needed to synthesize the given product.. This data is from Full USPTO retrosynthesis dataset with 1.9M reactions from patents (1976-2016). (1) The reactants are: [C:1]1([CH3:19])[CH:6]=[CH:5][CH:4]=[CH:3][C:2]=1[N:7]1[C:11]2=[N:12][CH:13]=[CH:14][CH:15]=[C:10]2[N:9]=[C:8]1[C@@H:16]([NH2:18])[CH3:17].Cl[C:21]1[N:29]=[CH:28][N:27]=[C:26]2[C:22]=1[N:23]=[CH:24][N:25]2C1CCCCO1.CCN(C(C)C)C(C)C. Given the product [N:29]1[C:21]([NH:18][CH:16]([C:8]2[N:7]([C:2]3[CH:3]=[CH:4][CH:5]=[CH:6][C:1]=3[CH3:19])[C:11]3=[N:12][CH:13]=[CH:14][CH:15]=[C:10]3[N:9]=2)[CH3:17])=[C:22]2[C:26]([NH:25][CH:24]=[N:23]2)=[N:27][CH:28]=1, predict the reactants needed to synthesize it. (2) Given the product [ClH:15].[ClH:15].[NH:8]1[CH2:12][CH2:11][C@H:10]([O:13][NH2:14])[CH2:9]1, predict the reactants needed to synthesize it. The reactants are: C(OC([N:8]1[CH2:12][CH2:11][C@H:10]([O:13][NH2:14])[CH2:9]1)=O)(C)(C)C.[ClH:15]. (3) Given the product [CH3:1][C:2]1[N:7]=[C:6]([CH:8]([OH:9])[CH2:10][CH3:11])[CH:5]=[CH:4][CH:3]=1, predict the reactants needed to synthesize it. The reactants are: [CH3:1][C:2]1[N:7]=[C:6]([CH:8]=[O:9])[CH:5]=[CH:4][CH:3]=1.[CH:10]1(CC(C2C=CC=CN=2)O)C[CH2:11]1. (4) Given the product [NH2:25][C:13]1[N:14]=[CH:15][N:16]=[C:17]([N:18]2[CH2:23][CH2:22][CH:21]([NH:24][C:36]([NH:37][C:38]3[CH:39]=[CH:40][C:41]([N:44]4[CH2:49][CH2:48][O:47][CH2:46][CH2:45]4)=[CH:42][CH:43]=3)=[O:35])[CH2:20][CH2:19]2)[C:12]=1[CH:11]=[N:10][O:9][CH3:8], predict the reactants needed to synthesize it. The reactants are: FC(F)(F)C(O)=O.[CH3:8][O:9][N:10]=[CH:11][C:12]1[C:13]([NH2:25])=[N:14][CH:15]=[N:16][C:17]=1[N:18]1[CH2:23][CH2:22][CH:21]([NH2:24])[CH2:20][CH2:19]1.[N+](C1C=CC([O:35][C:36](=O)[NH:37][C:38]2[CH:43]=[CH:42][C:41]([N:44]3[CH2:49][CH2:48][O:47][CH2:46][CH2:45]3)=[CH:40][CH:39]=2)=CC=1)([O-])=O.CCN(C(C)C)C(C)C. (5) Given the product [F:15][C:16]([F:21])([F:20])[C:17]([OH:19])=[O:18].[CH3:14][O:13][CH2:12][C@@H:9]1[CH2:10][CH2:11][NH:8]1, predict the reactants needed to synthesize it. The reactants are: C(OC([N:8]1[CH2:11][CH2:10][C@H:9]1[CH2:12][O:13][CH3:14])=O)(C)(C)C.[F:15][C:16]([F:21])([F:20])[C:17]([OH:19])=[O:18]. (6) Given the product [NH2:14][CH:12]([C:7]1[C:6]([C:22]2[CH:27]=[CH:26][CH:25]=[CH:24][CH:23]=2)=[C:5]([CH2:28][OH:29])[C:4]2[C:9](=[CH:10][CH:11]=[C:2]([F:1])[CH:3]=2)[N:8]=1)[CH3:13].[C:30]([OH:36])([C:32]([F:35])([F:34])[F:33])=[O:31], predict the reactants needed to synthesize it. The reactants are: [F:1][C:2]1[CH:3]=[C:4]2[C:9](=[CH:10][CH:11]=1)[N:8]=[C:7]([CH:12]([NH:14]C(=O)OC(C)(C)C)[CH3:13])[C:6]([C:22]1[CH:27]=[CH:26][CH:25]=[CH:24][CH:23]=1)=[C:5]2[CH2:28][OH:29].[C:30]([OH:36])([C:32]([F:35])([F:34])[F:33])=[O:31].C1C=CC=CC=1. (7) Given the product [Cl:1][C:2]1[CH:7]=[C:6]([F:8])[CH:5]=[CH:4][C:3]=1[C:9]1[O:13][N:12]=[C:11]([C@H:14]2[C@:19]([C:21]3[CH:26]=[CH:25][C:24]([F:27])=[C:23]([F:28])[CH:22]=3)([OH:20])[CH2:18][CH2:17][NH:16][CH2:15]2)[CH:10]=1, predict the reactants needed to synthesize it. The reactants are: [Cl:1][C:2]1[CH:7]=[C:6]([F:8])[CH:5]=[CH:4][C:3]=1[C:9]1[O:13][N:12]=[C:11]([C@H:14]2[C@:19]([C:21]3[CH:26]=[CH:25][C:24]([F:27])=[C:23]([F:28])[CH:22]=3)([OH:20])[CH2:18][CH2:17][N:16](C(OC(C)(C)C)=O)[CH2:15]2)[CH:10]=1.Cl.O1CCOCC1. (8) The reactants are: O=[C:2]([C:8]1[CH:13]=[CH:12][C:11]([C:14]2[CH:19]=[CH:18][C:17]([C:20]([F:23])([F:22])[F:21])=[CH:16][CH:15]=2)=[CH:10][CH:9]=1)[CH2:3][CH2:4][C:5]([OH:7])=[O:6].Cl.[NH2:25][OH:26].C(=O)([O-])[O-].[Na+].[Na+]. Given the product [OH:26][N:25]=[C:2]([C:8]1[CH:13]=[CH:12][C:11]([C:14]2[CH:19]=[CH:18][C:17]([C:20]([F:23])([F:22])[F:21])=[CH:16][CH:15]=2)=[CH:10][CH:9]=1)[CH2:3][CH2:4][C:5]([OH:7])=[O:6], predict the reactants needed to synthesize it.